Dataset: Reaction yield outcomes from USPTO patents with 853,638 reactions. Task: Predict the reaction yield, written as a fraction of the theoretical maximum amount of product (1.0 means a 100% yield; for example, 0.34 means a 34% yield). (1) The reactants are [N+:1]([O-:4])(O)=[O:2].[CH:5]([C:8]1[CH:14]=[CH:13][CH:12]=[CH:11][C:9]=1[NH2:10])([CH3:7])[CH3:6]. The product is [CH:5]([C:8]1[CH:14]=[CH:13][C:12]([N+:1]([O-:4])=[O:2])=[CH:11][C:9]=1[NH2:10])([CH3:7])[CH3:6]. The yield is 0.160. The catalyst is S(=O)(=O)(O)O. (2) The reactants are [Cl:1][C:2]1[CH:7]=[CH:6][C:5]([O:8][C:9]2[CH:14]=[CH:13][C:12]([CH2:15][N:16]([CH3:20])[C:17]([NH2:19])=[NH:18])=[CH:11][CH:10]=2)=[CH:4][C:3]=1[C:21]([F:24])([F:23])[F:22].[OH:25]/[CH:26]=[C:27](/[CH2:32][C:33]1[CH:34]=[N:35][C:36]([O:39][CH3:40])=[N:37][CH:38]=1)\[C:28](OC)=O.C([O-])([O-])=O.[K+].[K+]. The catalyst is CN1C(=O)CCC1. The product is [Cl:1][C:2]1[CH:7]=[CH:6][C:5]([O:8][C:9]2[CH:14]=[CH:13][C:12]([CH2:15][N:16]([CH3:20])[C:17]3[NH:19][CH:28]=[C:27]([CH2:32][C:33]4[CH:34]=[N:35][C:36]([O:39][CH3:40])=[N:37][CH:38]=4)[C:26](=[O:25])[N:18]=3)=[CH:11][CH:10]=2)=[CH:4][C:3]=1[C:21]([F:22])([F:23])[F:24]. The yield is 0.0880. (3) The reactants are [Br:1][C:2]1[CH:7]=[CH:6][C:5]([S:8](Cl)(=[O:10])=[O:9])=[CH:4][C:3]=1[F:12].[CH2:13]([NH2:16])[CH2:14][CH3:15]. The catalyst is ClCCl. The product is [Br:1][C:2]1[CH:7]=[CH:6][C:5]([S:8]([NH:16][CH2:13][CH2:14][CH3:15])(=[O:10])=[O:9])=[CH:4][C:3]=1[F:12]. The yield is 0.900. (4) The reactants are [CH2:1]([S:3]([N:6]1[CH2:11][CH2:10][CH:9]([C:12]2[C:20]3[C:15](=[C:16]([C:30]([NH2:32])=[O:31])[CH:17]=[C:18]([C:21]4[CH:26]=[CH:25][C:24]([CH2:27][CH:28]=O)=[CH:23][CH:22]=4)[CH:19]=3)[NH:14][CH:13]=2)[CH2:8][CH2:7]1)(=[O:5])=[O:4])[CH3:2].[CH2:33]([NH2:35])[CH3:34].C(O[BH-](OC(=O)C)OC(=O)C)(=O)C.[Na+]. The catalyst is CO.C(Cl)Cl.O1CCCC1.C(O)(=O)C. The product is [CH2:33]([NH:35][CH2:28][CH2:27][C:24]1[CH:23]=[CH:22][C:21]([C:18]2[CH:19]=[C:20]3[C:15](=[C:16]([C:30]([NH2:32])=[O:31])[CH:17]=2)[NH:14][CH:13]=[C:12]3[CH:9]2[CH2:10][CH2:11][N:6]([S:3]([CH2:1][CH3:2])(=[O:5])=[O:4])[CH2:7][CH2:8]2)=[CH:26][CH:25]=1)[CH3:34]. The yield is 0.283. (5) The reactants are [CH3:1][N:2]1[C:10]2[C:9]([O:11][C:12]3[CH:18]=[CH:17][C:15]([NH2:16])=[CH:14][CH:13]=3)=[N:8][CH:7]=[N:6][C:5]=2[CH:4]=[CH:3]1.[Cl:19][C:20]1[CH:26]=[CH:25][CH:24]=[CH:23][C:21]=1[NH2:22].CN(C)[CH:29]=[O:30]. No catalyst specified. The product is [Cl:19][C:20]1[CH:26]=[CH:25][CH:24]=[CH:23][C:21]=1[NH:22][C:29]([NH:16][C:15]1[CH:17]=[CH:18][C:12]([O:11][C:9]2[C:10]3[N:2]([CH3:1])[CH:3]=[CH:4][C:5]=3[N:6]=[CH:7][N:8]=2)=[CH:13][CH:14]=1)=[O:30]. The yield is 0.0700. (6) The reactants are Cl[C:2]1[S:6][C:5]([C:7](=[O:9])[CH3:8])=[CH:4][C:3]=1[N+:10]([O-:12])=[O:11].[F:13][C:14]1[C:19]([F:20])=[CH:18][C:17]([F:21])=[C:16]([F:22])[C:15]=1[SH:23]. No catalyst specified. The product is [N+:10]([C:3]1[CH:4]=[C:5]([C:7](=[O:9])[CH3:8])[S:6][C:2]=1[S:23][C:15]1[C:14]([F:13])=[C:19]([F:20])[CH:18]=[C:17]([F:21])[C:16]=1[F:22])([O-:12])=[O:11]. The yield is 0.180. (7) The reactants are [CH3:1][C:2]1[CH:6]=[C:5]([CH3:7])[NH:4][C:3]=1/[CH:8]=[C:9]1\[C:10](=[O:25])[N:11]([C:18](N2C=CN=C2)=[O:19])[C:12]2[C:17]\1=[CH:16][CH:15]=[CH:14][CH:13]=2.[N:26]1([CH2:31][CH2:32][OH:33])[CH2:30][CH2:29][CH2:28][CH2:27]1.C(O)(C(F)(F)F)=O.ClCCl. The catalyst is C1COCC1. The product is [N:26]1([CH2:31][CH2:32][O:33][C:18]([N:11]2[C:12]3[C:17](=[CH:16][CH:15]=[CH:14][CH:13]=3)/[C:9](=[CH:8]/[C:3]3[NH:4][C:5]([CH3:7])=[CH:6][C:2]=3[CH3:1])/[C:10]2=[O:25])=[O:19])[CH2:30][CH2:29][CH2:28][CH2:27]1. The yield is 0.150. (8) The reactants are [Br:1]N1C(=O)CCC1=O.C1(P(C2C=CC=CC=2)C2C=CC=CC=2)C=CC=CC=1.[CH3:28][C:29]([C:32]1[CH:37]=[CH:36][C:35]([CH2:38][O:39][CH2:40][CH2:41]O)=[CH:34][CH:33]=1)([CH3:31])[CH3:30]. The catalyst is C(Cl)Cl.[Al]. The product is [Br:1][CH2:41][CH2:40][O:39][CH2:38][C:35]1[CH:36]=[CH:37][C:32]([C:29]([CH3:31])([CH3:30])[CH3:28])=[CH:33][CH:34]=1. The yield is 0.120. (9) The reactants are Cl[C:2]1[CH:7]=[C:6]([CH3:8])[CH:5]=[CH:4][C:3]=1[N+:9]([O-:11])=[O:10].[CH3:12][C:13]1(C)[C:17](C)(C)OB(C(C)=C)O1.C(=O)([O-])[O-].[Na+].[Na+]. The catalyst is O1CCOCC1.O.Cl[Pd](Cl)([P](C1C=CC=CC=1)(C1C=CC=CC=1)C1C=CC=CC=1)[P](C1C=CC=CC=1)(C1C=CC=CC=1)C1C=CC=CC=1. The product is [CH3:8][C:6]1[CH:5]=[CH:4][C:3]([N+:9]([O-:11])=[O:10])=[C:2]([C:13]([CH3:17])=[CH2:12])[CH:7]=1. The yield is 0.730.